This data is from Reaction yield outcomes from USPTO patents with 853,638 reactions. The task is: Predict the reaction yield, written as a fraction of the theoretical maximum amount of product (1.0 means a 100% yield; for example, 0.34 means a 34% yield). The yield is 0.550. The product is [CH3:9][C:10]1[N:11]=[C:12]([NH:21][C:6]([CH:2]2[CH2:3][CH2:4][CH2:5][NH:1]2)=[O:8])[S:13][C:14]=1[CH2:15][CH2:16][O:17][N+:18]([O-:20])=[O:19]. No catalyst specified. The reactants are [NH:1]1[CH2:5][CH2:4][CH2:3][CH:2]1[C:6]([OH:8])=O.[CH3:9][C:10]1[N:11]=[C:12]([NH2:21])[S:13][C:14]=1[CH2:15][CH2:16][O:17][N+:18]([O-:20])=[O:19].